The task is: Predict the product of the given reaction.. This data is from Forward reaction prediction with 1.9M reactions from USPTO patents (1976-2016). (1) Given the reactants [NH2:1][C:2]1[CH:7]=[CH:6][C:5]([C:8]2([C:16]#[N:17])[CH2:13][CH2:12][S:11](=[O:15])(=[O:14])[CH2:10][CH2:9]2)=[CH:4][C:3]=1Br.[CH3:19][C:20]1([CH3:35])[CH2:25][CH2:24][C:23](B2OC(C)(C)C(C)(C)O2)=[CH:22][CH2:21]1.C([O-])([O-])=O.[Na+].[Na+], predict the reaction product. The product is: [NH2:1][C:2]1[CH:7]=[CH:6][C:5]([C:8]2([C:16]#[N:17])[CH2:13][CH2:12][S:11](=[O:15])(=[O:14])[CH2:10][CH2:9]2)=[CH:4][C:3]=1[C:23]1[CH2:24][CH2:25][C:20]([CH3:35])([CH3:19])[CH2:21][CH:22]=1. (2) The product is: [Br:1][C:2]1[C:7]2[O:8][CH2:9][CH2:10][O:11][C:6]=2[C:5]([CH2:12][CH3:13])=[C:4]([O:14][CH2:16][C:15]#[N:17])[CH:3]=1. Given the reactants [Br:1][C:2]1[C:7]2[O:8][CH2:9][CH2:10][O:11][C:6]=2[C:5]([CH2:12][CH3:13])=[C:4]([OH:14])[CH:3]=1.[C:15](#[N:17])[CH3:16], predict the reaction product. (3) Given the reactants C([N:8]1[C:16]2[C:11](=[CH:12][C:13]([C:17]#[N:18])=[CH:14][CH:15]=2)[C:10]([C@H:19]2[CH2:23][CH2:22][C@@H:21]([N:24]([CH2:26]C3C=CC=CC=3)[CH3:25])[CH2:20]2)=[CH:9]1)(OC(C)(C)C)=O.C=O.C(O)(=O)C, predict the reaction product. The product is: [CH3:25][N:24]([CH3:26])[C@@H:21]1[CH2:22][CH2:23][C@H:19]([C:10]2[C:11]3[C:16](=[CH:15][CH:14]=[C:13]([C:17]#[N:18])[CH:12]=3)[NH:8][CH:9]=2)[CH2:20]1. (4) Given the reactants CC(C)=CO[Si](C)(C)C.C[C@H]1C2(C(C)=C3C(C4C(C3)C3(C)C(CC(CC3)=O)=CC4)CC2)O[C@@H]2CC(C)CN(CCNC(CCCCCNC(CCC3C=CC=CC=3)=O)=O)C12.CC1CCCC(C)(C)C=1/C=C/C(/C)=C/C=C/C(/C)=C/C(O)=O.C[C@H](NC(CC1C=C(F)C=C(F)C=1)=O)C(N[C@H](C(OC(C)(C)C)=O)C1C=CC=CC=1)=O.CC[C@@H]([C@H](NC([C@@H](NC([C@@H](NC([C@@H](NC([C@@H](NC([C@@H](NC([C@@H](NC([C@@H](NC([C@@H](NC([C@@H](NC([C@@H](NC([C@@H](NC([C@@H](NC([C@@H](NC([C@@H](NC([C@@H](NC([C@@H](NC([C@@H](NC([C@@H](NC(CNC([C@@H](NC(CNC([C@@H](N)CC1NC=NC=1)=O)=O)CCC(O)=O)=O)=O)[C@H](O)C)=O)CC1C=CC=CC=1)=O)[C@H](O)C)=O)CO)=O)CC(O)=O)=O)CC(C)C)=O)CO)=O)CCCCN)=O)CCC(N)=O)=O)CCSC)=O)CCC(O)=O)=O)CCC(O)=O)=O)CCC(O)=O)=O)C)=O)C(C)C)=O)CCCNC(N)=N)=O)CC(C)C)=O)CC1C=CC=CC=1)=O)C(N[C@H](C(N[C@H](C(N[C@H](C(N[C@H](C(N[C@H](C(NCC(NCC(N1[C@H](C(N[C@H](C(N[C@H](C(NCC(N[C@H](C(N2[C@H](C(N3[C@H](C(N4[C@H](C(N[C@H](C(N)=O)CO)=O)CCC4)=O)CCC3)=O)CCC2)=O)C)=O)=O)CO)=O)CO)=O)CCC1)=O)=O)=O)CC(N[C@@H]1O[C@H](CO)[C@@H]([O:175][C@@H:176]2[O:181][C@H:180]([CH2:182][O:183][C@@]3(C(O)=O)O[C@@H](C[C@H](O)[C@H](O)CO)[C@H](NC(C)=O)[C@@H](O)C3)[C@H:179]([OH:205])[C@H:178]([OH:206])[C@H:177]2[OH:207])[C@H](O)[C@H]1NC(C)=O)=O)=O)CCCCN)=O)CC(C)C)=O)CC1C2C=CC=CC=2NC=1)=O)CCC(O)=O)=O)C.C(N)(=O)C1C=CC=NC=1, predict the reaction product. The product is: [O:175]=[CH:176][C@@H:177]([C@H:178]([C@@H:179]([C@@H:180]([CH2:182][OH:183])[OH:181])[OH:205])[OH:206])[OH:207]. (5) Given the reactants [CH3:1][S:2]([NH2:5])(=[O:4])=[O:3].[H-].[Na+].[CH:8]1([CH2:11][N:12]2[CH:17]=[C:16]([C:18]3[C:23]([O:24][C:25]4[CH:30]=[CH:29][C:28]([F:31])=[CH:27][C:26]=4[F:32])=[CH:22][N:21]=[C:20](S(C)(=O)=O)[N:19]=3)[CH:15]=[C:14]([CH3:37])[C:13]2=[O:38])[CH2:10][CH2:9]1, predict the reaction product. The product is: [CH:8]1([CH2:11][N:12]2[C:13](=[O:38])[C:14]([CH3:37])=[CH:15][C:16]([C:18]3[C:23]([O:24][C:25]4[CH:30]=[CH:29][C:28]([F:31])=[CH:27][C:26]=4[F:32])=[CH:22][N:21]=[C:20]([NH:5][S:2]([CH3:1])(=[O:4])=[O:3])[N:19]=3)=[CH:17]2)[CH2:10][CH2:9]1. (6) Given the reactants [F:1][C:2]([F:41])([F:40])[C:3]1[CH:4]=[C:5]([CH:33]=[C:34]([C:36]([F:39])([F:38])[F:37])[CH:35]=1)[CH2:6][N:7]1[C@H:11]([CH3:12])[C@@H:10]([C:13]2[CH:18]=[C:17]([C:19]([F:22])([F:21])[F:20])[CH:16]=[CH:15][C:14]=2[C:23]2[CH:28]=[C:27](Br)[CH:26]=[CH:25][C:24]=2[O:30][CH3:31])[O:9][C:8]1=[O:32].[NH2:42][C:43]1[CH:48]=[C:47]([C:49]([O:51][CH3:52])=[O:50])[CH:46]=[CH:45][C:44]=1B(O)O.C(=O)([O-])[O-].[K+].[K+].C(O)C, predict the reaction product. The product is: [NH2:42][C:43]1[CH:48]=[C:47]([C:49]([O:51][CH3:52])=[O:50])[CH:46]=[CH:45][C:44]=1[C:27]1[CH:26]=[CH:25][C:24]([O:30][CH3:31])=[C:23]([C:14]2[CH:15]=[CH:16][C:17]([C:19]([F:21])([F:20])[F:22])=[CH:18][C:13]=2[C@H:10]2[O:9][C:8](=[O:32])[N:7]([CH2:6][C:5]3[CH:4]=[C:3]([C:2]([F:41])([F:40])[F:1])[CH:35]=[C:34]([C:36]([F:38])([F:39])[F:37])[CH:33]=3)[C@@H:11]2[CH3:12])[CH:28]=1. (7) Given the reactants [CH3:1][O:2][C:3]([CH:5]1[CH2:10][CH:9]2[CH2:11][CH2:12][C:6]1([O:13][CH3:14])[CH:7]=[CH:8]2)=[O:4], predict the reaction product. The product is: [CH3:1][O:2][C:3]([CH:5]1[CH2:10][CH:9]2[CH2:11][CH2:12][C:6]1([O:13][CH3:14])[CH2:7][CH2:8]2)=[O:4]. (8) Given the reactants [C:1]([O:5][C:6]([NH:8][N:9]=[C:10]1[CH2:15][N:14]([C:16]([O:18][CH2:19][C:20]2[CH:25]=[CH:24][CH:23]=[CH:22][CH:21]=2)=[O:17])[CH:13]([CH3:26])[CH2:12][CH2:11]1)=[O:7])([CH3:4])([CH3:3])[CH3:2].C([BH3-])#N.[Na+].O.C1(C)C=CC(S(O)(=O)=O)=CC=1, predict the reaction product. The product is: [C:1]([O:5][C:6]([NH:8][NH:9][CH:10]1[CH2:15][N:14]([C:16]([O:18][CH2:19][C:20]2[CH:25]=[CH:24][CH:23]=[CH:22][CH:21]=2)=[O:17])[CH:13]([CH3:26])[CH2:12][CH2:11]1)=[O:7])([CH3:4])([CH3:2])[CH3:3]. (9) Given the reactants [CH2:1]([N:5]1[C:9]([NH:10][C:11](=O)[C:12]2[CH:17]=[CH:16][CH:15]=[CH:14][C:13]=2[F:18])=[C:8]([C:20]#[N:21])[C:7]([CH3:22])=[N:6]1)[CH2:2][CH2:3][CH3:4].OO.C([OH:27])C.Cl, predict the reaction product. The product is: [CH2:1]([N:5]1[C:9]2[N:10]=[C:11]([C:12]3[CH:17]=[CH:16][CH:15]=[CH:14][C:13]=3[F:18])[NH:21][C:20](=[O:27])[C:8]=2[C:7]([CH3:22])=[N:6]1)[CH2:2][CH2:3][CH3:4]. (10) The product is: [CH3:24][N:25]1[C:26](=[O:58])[C:27]([NH:40][C:41]2[CH:46]=[CH:45][C:44]([N:47]3[CH2:52][CH2:51][N:50]([CH:53]4[CH2:54][O:55][CH2:56]4)[CH2:49][C@@H:48]3[CH3:57])=[CH:43][N:42]=2)=[CH:28][C:29]([C:2]2[CH:9]=[CH:8][CH:7]=[C:6]([N:10]3[C:22](=[O:23])[C:21]4[S:20][C:19]5[CH2:18][CH2:17][CH2:16][CH2:15][C:14]=5[C:13]=4[CH:12]=[N:11]3)[C:3]=2[CH:4]=[O:5])=[CH:30]1. Given the reactants Br[C:2]1[CH:9]=[CH:8][CH:7]=[C:6]([N:10]2[C:22](=[O:23])[C:21]3[S:20][C:19]4[CH2:18][CH2:17][CH2:16][CH2:15][C:14]=4[C:13]=3[CH:12]=[N:11]2)[C:3]=1[CH:4]=[O:5].[CH3:24][N:25]1[CH:30]=[C:29](B2OC(C)(C)C(C)(C)O2)[CH:28]=[C:27]([NH:40][C:41]2[CH:46]=[CH:45][C:44]([N:47]3[CH2:52][CH2:51][N:50]([CH:53]4[CH2:56][O:55][CH2:54]4)[CH2:49][C@@H:48]3[CH3:57])=[CH:43][N:42]=2)[C:26]1=[O:58].C([O-])(=O)C.[Na+].[O-]P([O-])([O-])=O.[K+].[K+].[K+], predict the reaction product.